This data is from Catalyst prediction with 721,799 reactions and 888 catalyst types from USPTO. The task is: Predict which catalyst facilitates the given reaction. Reactant: [NH:1]1[CH2:6][CH2:5][O:4][CH2:3][CH2:2]1.[Cl:7][C:8]1[CH:28]=[CH:27][C:11]2[NH:12][C:13]([CH:15]3[CH2:18][N:17]([C:19]4[C:24]([Cl:25])=[CH:23][N:22]=[C:21](Cl)[N:20]=4)[CH2:16]3)=[N:14][C:10]=2[CH:9]=1.ClCCl.O. Product: [Cl:25][C:24]1[C:19]([N:17]2[CH2:18][CH:15]([C:13]3[NH:12][C:11]4[CH:27]=[CH:28][C:8]([Cl:7])=[CH:9][C:10]=4[N:14]=3)[CH2:16]2)=[N:20][C:21]([N:1]2[CH2:6][CH2:5][O:4][CH2:3][CH2:2]2)=[N:22][CH:23]=1. The catalyst class is: 12.